From a dataset of NCI-60 drug combinations with 297,098 pairs across 59 cell lines. Regression. Given two drug SMILES strings and cell line genomic features, predict the synergy score measuring deviation from expected non-interaction effect. Drug 1: C1CCC(CC1)NC(=O)N(CCCl)N=O. Drug 2: N.N.Cl[Pt+2]Cl. Cell line: NCI-H322M. Synergy scores: CSS=-0.0360, Synergy_ZIP=4.92, Synergy_Bliss=-1.11, Synergy_Loewe=-2.96, Synergy_HSA=-2.59.